Task: Regression/Classification. Given a drug SMILES string, predict its absorption, distribution, metabolism, or excretion properties. Task type varies by dataset: regression for continuous measurements (e.g., permeability, clearance, half-life) or binary classification for categorical outcomes (e.g., BBB penetration, CYP inhibition). Dataset: hlm.. Dataset: Human liver microsome stability data (1) The molecule is COc1ccc(CCN2C(=O)N(NS(=O)(=O)Cc3ccccc3)C[C@@H]2c2ccc(OC)cc2)cc1. The result is 1 (stable in human liver microsomes). (2) The molecule is CS(=O)(=O)Nc1ccc2c(c1)S(=O)(=O)NC(C1=C(O)[C@@H]3[C@H]4CC[C@H](C4)[C@@H]3N(CC3CCCC3)C1=O)=N2. The result is 0 (unstable in human liver microsomes).